The task is: Predict the product of the given reaction.. This data is from Forward reaction prediction with 1.9M reactions from USPTO patents (1976-2016). (1) Given the reactants [CH2:1]=O.[CH3:3][NH:4][CH2:5][CH2:6][OH:7].[CH3:8][C:9]1[CH:10]=[C:11]([OH:18])[CH:12]=[C:13]2[C:17]=1[NH:16][CH:15]=[CH:14]2, predict the reaction product. The product is: [OH:7][CH2:6][CH2:5][N:4]([CH2:1][C:12]1[C:11]([OH:18])=[CH:10][C:9]([CH3:8])=[C:17]2[C:13]=1[CH:14]=[CH:15][NH:16]2)[CH3:3]. (2) Given the reactants [F:1][C:2]([F:33])([F:32])[C:3]1[CH:4]=[C:5]([CH:25]=[C:26]([C:28]([F:31])([F:30])[F:29])[CH:27]=1)[CH2:6][N:7]([CH3:24])[C:8](=[O:23])[C:9]1[C:14]([C:15]2[CH:20]=[CH:19][CH:18]=[CH:17][C:16]=2[CH3:21])=[CH:13][C:12](I)=[N:11][CH:10]=1.C(N(CC)CC)C.[CH3:41][OH:42].[C]=O.C1(P(C2C=CC=CC=2)C2C=CC=CC=2)C=CC=CC=1.CN(C)[CH:66]=[O:67], predict the reaction product. The product is: [CH3:41][O:42][C:66]([C:12]1[CH:13]=[C:14]([C:15]2[CH:20]=[CH:19][CH:18]=[CH:17][C:16]=2[CH3:21])[C:9]([C:8](=[O:23])[N:7]([CH2:6][C:5]2[CH:25]=[C:26]([C:28]([F:29])([F:31])[F:30])[CH:27]=[C:3]([C:2]([F:33])([F:32])[F:1])[CH:4]=2)[CH3:24])=[CH:10][N:11]=1)=[O:67]. (3) Given the reactants [CH3:1][C@@:2]12[C:10](=[O:11])[CH2:9][CH2:8][C@H:7]1[C@@H:6]1[CH2:12][CH:13]=[C:14]3[CH2:19][C@@H:18]([OH:20])[CH2:17][CH2:16][C@:15]3([CH3:21])[C@H:5]1[CH2:4][CH2:3]2.[C:22]([OH:29])(=[O:28])/[CH:23]=[CH:24]\[C:25]([OH:27])=[O:26], predict the reaction product. The product is: [CH3:1][C@@:2]12[C:10](=[O:11])[CH2:9][CH2:8][C@H:7]1[C@@H:6]1[CH2:12][CH:13]=[C:14]3[CH2:19][C@@H:18]([OH:20])[CH2:17][CH2:16][C@:15]3([CH3:21])[C@H:5]1[CH2:4][CH2:3]2.[C:22]([OH:29])(=[O:28])/[CH:23]=[CH:24]\[C:25]([OH:27])=[O:26]. (4) The product is: [Cl:10][CH2:11][C:12]1[CH:17]=[CH:16][N:15]=[C:14]([NH:18][C:7](=[O:8])[CH2:6][O:5][CH2:4][CH2:3][O:2][CH3:1])[CH:13]=1. Given the reactants [CH3:1][O:2][CH2:3][CH2:4][O:5][CH2:6][C:7](Cl)=[O:8].[Cl:10][CH2:11][C:12]1[CH:17]=[CH:16][N:15]=[C:14]([NH2:18])[CH:13]=1, predict the reaction product. (5) Given the reactants [OH:1][C@:2]1([CH2:9][NH:10][C:11]([C:13]2[C:14]3[CH:15]=[CH:16][C:17](Cl)=[N:18][C:19]=3[CH:20]=[CH:21][C:22]=2[Cl:23])=[O:12])[CH2:7][CH2:6][CH2:5][C@@H:4]([CH3:8])[CH2:3]1.CC[N:27]([CH:31]([CH3:33])[CH3:32])[CH:28]([CH3:30])C.[OH:34]CC1CCNC1, predict the reaction product. The product is: [OH:1][C@:2]1([CH2:9][NH:10][C:11]([C:13]2[C:14]3[CH:15]=[CH:16][C:17]([N:27]4[CH2:28][CH2:30][CH:33]([OH:34])[CH:31]4[CH3:32])=[N:18][C:19]=3[CH:20]=[CH:21][C:22]=2[Cl:23])=[O:12])[CH2:7][CH2:6][CH2:5][C@@H:4]([CH3:8])[CH2:3]1.